Dataset: Peptide-MHC class I binding affinity with 185,985 pairs from IEDB/IMGT. Task: Regression. Given a peptide amino acid sequence and an MHC pseudo amino acid sequence, predict their binding affinity value. This is MHC class I binding data. (1) The MHC is HLA-B07:02 with pseudo-sequence HLA-B07:02. The peptide sequence is KLLWFLTGT. The binding affinity (normalized) is 0. (2) The peptide sequence is HLFIAAFV. The MHC is HLA-A02:01 with pseudo-sequence HLA-A02:01. The binding affinity (normalized) is 0.354. (3) The peptide sequence is FVRTLFQQM. The MHC is HLA-A24:02 with pseudo-sequence HLA-A24:02. The binding affinity (normalized) is 0.0847.